This data is from Full USPTO retrosynthesis dataset with 1.9M reactions from patents (1976-2016). The task is: Predict the reactants needed to synthesize the given product. (1) Given the product [Br:65][CH2:20][CH2:19][CH:18]([C:15]1[CH:14]=[CH:13][C:12]([C:5]2[C:6]3=[N:7][CH:8]=[CH:9][CH:10]=[C:11]3[N:3]([CH2:1][CH3:2])[N:4]=2)=[CH:17][CH:16]=1)[C:22]1[N:26]([CH2:27][O:28][CH2:29][CH2:30][Si:31]([CH3:32])([CH3:34])[CH3:33])[C:25]2[CH:35]=[CH:36][CH:37]=[CH:38][C:24]=2[N:23]=1, predict the reactants needed to synthesize it. The reactants are: [CH2:1]([N:3]1[C:11]2[C:6](=[N:7][CH:8]=[CH:9][CH:10]=2)[C:5]([C:12]2[CH:17]=[CH:16][C:15]([CH:18]([C:22]3[N:26]([CH2:27][O:28][CH2:29][CH2:30][Si:31]([CH3:34])([CH3:33])[CH3:32])[C:25]4[CH:35]=[CH:36][CH:37]=[CH:38][C:24]=4[N:23]=3)[CH2:19][CH2:20]O)=[CH:14][CH:13]=2)=[N:4]1)[CH3:2].C1C=CC(P(C2C=CC=CC=2)C2C=CC=CC=2)=CC=1.C1C(=O)N([Br:65])C(=O)C1.C([O-])(O)=O.[Na+]. (2) Given the product [Cl:26][C:15]1[CH:14]=[C:13]([S:10]([C:7]2[CH:8]=[CH:9][C:4]([CH2:3][CH2:2][NH:1][CH2:36][C@@H:34]([C:30]3[CH:31]=[CH:32][CH:33]=[C:28]([Cl:27])[CH:29]=3)[OH:35])=[CH:5][CH:6]=2)(=[O:12])=[O:11])[CH:25]=[CH:24][C:16]=1[O:17][CH2:18][C:19]([O:21][CH2:22][CH3:23])=[O:20], predict the reactants needed to synthesize it. The reactants are: [NH2:1][CH2:2][CH2:3][C:4]1[CH:9]=[CH:8][C:7]([S:10]([C:13]2[CH:25]=[CH:24][C:16]([O:17][CH2:18][C:19]([O:21][CH2:22][CH3:23])=[O:20])=[C:15]([Cl:26])[CH:14]=2)(=[O:12])=[O:11])=[CH:6][CH:5]=1.[Cl:27][C:28]1[CH:29]=[C:30]([C@@H:34]2[CH2:36][O:35]2)[CH:31]=[CH:32][CH:33]=1.